From a dataset of Full USPTO retrosynthesis dataset with 1.9M reactions from patents (1976-2016). Predict the reactants needed to synthesize the given product. The reactants are: [OH:1][C@H:2]1[C:10]2[C:5](=[CH:6][CH:7]=[CH:8][CH:9]=2)[CH2:4][C@:3]1([CH2:20][C:21]1[CH:29]=[CH:28][C:24]([C:25]([OH:27])=[O:26])=[CH:23][CH:22]=1)[C:11]1[CH2:12][C:13]2[C:18]([CH:19]=1)=[CH:17][CH:16]=[CH:15][CH:14]=2.C1CCC(N=C=NC2CCCCC2)CC1.C1C2C(COC([NH:62][C@H:63]([C:68](O)=[O:69])[CH2:64][CH:65]([CH3:67])[CH3:66])=O)C3C(=CC=CC=3)C=2C=CC=1. Given the product [NH2:62][C@H:63]([C:68]([O:1][C@H:2]1[C:10]2[C:5](=[CH:6][CH:7]=[CH:8][CH:9]=2)[CH2:4][C@:3]1([CH2:20][C:21]1[CH:29]=[CH:28][C:24]([C:25]([OH:27])=[O:26])=[CH:23][CH:22]=1)[C:11]1[CH2:12][C:13]2[C:18]([CH:19]=1)=[CH:17][CH:16]=[CH:15][CH:14]=2)=[O:69])[CH2:64][CH:65]([CH3:67])[CH3:66], predict the reactants needed to synthesize it.